Dataset: CYP1A2 inhibition data for predicting drug metabolism from PubChem BioAssay. Task: Regression/Classification. Given a drug SMILES string, predict its absorption, distribution, metabolism, or excretion properties. Task type varies by dataset: regression for continuous measurements (e.g., permeability, clearance, half-life) or binary classification for categorical outcomes (e.g., BBB penetration, CYP inhibition). Dataset: cyp1a2_veith. The compound is CNc1nc(-c2ccc(N(C)C)cc2)nc2ccccc12. The result is 1 (inhibitor).